From a dataset of NCI-60 drug combinations with 297,098 pairs across 59 cell lines. Regression. Given two drug SMILES strings and cell line genomic features, predict the synergy score measuring deviation from expected non-interaction effect. (1) Drug 1: CC1=C(N=C(N=C1N)C(CC(=O)N)NCC(C(=O)N)N)C(=O)NC(C(C2=CN=CN2)OC3C(C(C(C(O3)CO)O)O)OC4C(C(C(C(O4)CO)O)OC(=O)N)O)C(=O)NC(C)C(C(C)C(=O)NC(C(C)O)C(=O)NCCC5=NC(=CS5)C6=NC(=CS6)C(=O)NCCC[S+](C)C)O. Drug 2: C1C(C(OC1N2C=NC3=C2NC=NCC3O)CO)O. Cell line: DU-145. Synergy scores: CSS=43.9, Synergy_ZIP=-0.246, Synergy_Bliss=-0.714, Synergy_Loewe=-9.63, Synergy_HSA=1.06. (2) Drug 1: C1CCC(CC1)NC(=O)N(CCCl)N=O. Drug 2: CN(C(=O)NC(C=O)C(C(C(CO)O)O)O)N=O. Cell line: OVCAR-8. Synergy scores: CSS=27.2, Synergy_ZIP=-2.70, Synergy_Bliss=-0.252, Synergy_Loewe=-9.71, Synergy_HSA=-1.87. (3) Cell line: HL-60(TB). Drug 2: C(CN)CNCCSP(=O)(O)O. Drug 1: C1=CC=C(C=C1)NC(=O)CCCCCCC(=O)NO. Synergy scores: CSS=21.6, Synergy_ZIP=3.04, Synergy_Bliss=10.3, Synergy_Loewe=-16.3, Synergy_HSA=5.96. (4) Drug 1: C1=CC(=CC=C1CCC2=CNC3=C2C(=O)NC(=N3)N)C(=O)NC(CCC(=O)O)C(=O)O. Drug 2: CC1CCC2CC(C(=CC=CC=CC(CC(C(=O)C(C(C(=CC(C(=O)CC(OC(=O)C3CCCCN3C(=O)C(=O)C1(O2)O)C(C)CC4CCC(C(C4)OC)OCCO)C)C)O)OC)C)C)C)OC. Cell line: LOX IMVI. Synergy scores: CSS=44.8, Synergy_ZIP=-2.70, Synergy_Bliss=-5.13, Synergy_Loewe=-4.46, Synergy_HSA=-1.29. (5) Drug 1: CCCS(=O)(=O)NC1=C(C(=C(C=C1)F)C(=O)C2=CNC3=C2C=C(C=N3)C4=CC=C(C=C4)Cl)F. Drug 2: C(CCl)NC(=O)N(CCCl)N=O. Cell line: NCI-H522. Synergy scores: CSS=-0.254, Synergy_ZIP=-0.562, Synergy_Bliss=-5.08, Synergy_Loewe=-7.57, Synergy_HSA=-7.34. (6) Drug 2: CC1C(C(CC(O1)OC2CC(CC3=C2C(=C4C(=C3O)C(=O)C5=CC=CC=C5C4=O)O)(C(=O)C)O)N)O. Drug 1: CC1=C(C(CCC1)(C)C)C=CC(=CC=CC(=CC(=O)O)C)C. Synergy scores: CSS=42.7, Synergy_ZIP=3.47, Synergy_Bliss=2.63, Synergy_Loewe=-25.2, Synergy_HSA=2.27. Cell line: HCT116.